From a dataset of Experimentally validated miRNA-target interactions with 360,000+ pairs, plus equal number of negative samples. Binary Classification. Given a miRNA mature sequence and a target amino acid sequence, predict their likelihood of interaction. The miRNA is hsa-miR-331-3p with sequence GCCCCUGGGCCUAUCCUAGAA. The protein sequence of the target gene is MMNKLYIGNLSPAVTADDLRQLFGDRKLPLAGQVLLKSGYAFVDYPDQNWAIRAIETLSGKVELHGKIMEVDYSVSKKLRSRKIQIRNIPPHLQWEVLDGLLAQYGTVENVEQVNTDTETAVVNVTYATREEAKIAMEKLSGHQFENYSFKISYIPDEEVSSPSPPQRAQRGDHSSREQGHAPGGTSQARQIDFPLRILVPTQFVGAIIGKEGLTIKNITKQTQSRVDIHRKENSGAAEKPVTIHATPEGTSEACRMILEIMQKEADETKLAEEIPLKILAHNGLVGRLIGKEGRNLKKI.... Result: 1 (interaction).